From a dataset of Catalyst prediction with 721,799 reactions and 888 catalyst types from USPTO. Predict which catalyst facilitates the given reaction. (1) Reactant: [C:1]([O:5][C:6]([N:8]([CH2:28][C:29]1[N:30]=[C:31]([C:35]2[CH:40]=[CH:39][CH:38]=[CH:37][CH:36]=2)[O:32][C:33]=1[CH3:34])[C:9]1[CH:27]=[CH:26][C:12]([CH2:13][O:14][C:15]2[CH:20]=[CH:19][CH:18]=[CH:17][C:16]=2[CH2:21][C:22]([O:24]C)=[O:23])=[CH:11][CH:10]=1)=[O:7])([CH3:4])([CH3:3])[CH3:2].O1CCCC1.[OH-].[Na+].Cl. Product: [C:1]([O:5][C:6]([N:8]([CH2:28][C:29]1[N:30]=[C:31]([C:35]2[CH:36]=[CH:37][CH:38]=[CH:39][CH:40]=2)[O:32][C:33]=1[CH3:34])[C:9]1[CH:27]=[CH:26][C:12]([CH2:13][O:14][C:15]2[CH:20]=[CH:19][CH:18]=[CH:17][C:16]=2[CH2:21][C:22]([OH:24])=[O:23])=[CH:11][CH:10]=1)=[O:7])([CH3:4])([CH3:2])[CH3:3]. The catalyst class is: 72. (2) Reactant: II.O[CH2:4][C:5]1[CH:10]=[CH:9][CH:8]=[CH:7][C:6]=1/[N:11]=[N:12]/[C:13]1[C:18]([CH3:19])=[CH:17][C:16]([OH:20])=[CH:15][C:14]=1[CH3:21].C1(P(C2C=CC=CC=2)C2C=CC=CC=2)C=CC=CC=1.N1C=CN=C1. Product: [N:11]1[N:12]([C:13]2[C:18]([CH3:19])=[CH:17][C:16]([OH:20])=[CH:15][C:14]=2[CH3:21])[CH:4]=[C:5]2[C:6]=1[CH:7]=[CH:8][CH:9]=[CH:10]2. The catalyst class is: 7. (3) Reactant: COC1C=CC(C[N:8]2[CH:17]=[C:16]3[C:10]([CH2:11][CH:12]([CH3:29])[CH2:13][C:14]4[S:20][C:19]([NH:21][C:22]5[N:27]=[C:26]([CH3:28])[CH:25]=[CH:24][N:23]=5)=[N:18][C:15]=43)=[N:9]2)=CC=1. The catalyst class is: 67. Product: [CH3:28][C:26]1[CH:25]=[CH:24][N:23]=[C:22]([NH:21][C:19]2[S:20][C:14]3[CH2:13][CH:12]([CH3:29])[CH2:11][C:10]4[C:16](=[CH:17][NH:8][N:9]=4)[C:15]=3[N:18]=2)[N:27]=1. (4) Reactant: C([C:3]1([C:12]2[CH:17]=[CH:16][C:15]([Br:18])=[CH:14][CH:13]=2)[N:11]2[CH:6]([CH2:7][CH2:8][CH2:9][CH2:10]2)[CH2:5][CH2:4]1)#N.C([BH3-])#N.[Na+].CN(C1C=CC(N=NC2C=CC(S(O)(=O)=O)=CC=2)=CC=1)C.Cl. Product: [Br:18][C:15]1[CH:16]=[CH:17][C:12]([C@H:3]2[N:11]3[C@@H:6]([CH2:7][CH2:8][CH2:9][CH2:10]3)[CH2:5][CH2:4]2)=[CH:13][CH:14]=1. The catalyst class is: 138. (5) Reactant: C[O:2][C:3](=[O:33])[C:4]([C:7]1[CH:8]=[CH:9][C:10]2[NH:16][C:15]3[CH:17]=[C:18]([C:21]4[CH:30]=[CH:29][CH:28]=[C:27]5[C:22]=4[CH:23]=[CH:24][N:25]=[CH:26]5)[CH:19]=[CH:20][C:14]=3[C:13](=[O:31])[NH:12][C:11]=2[CH:32]=1)([CH3:6])[CH3:5].O[Li].O. Product: [CH:26]1[C:27]2[C:22](=[C:21]([C:18]3[CH:19]=[CH:20][C:14]4[C:13](=[O:31])[NH:12][C:11]5[CH:32]=[C:7]([C:4]([CH3:5])([CH3:6])[C:3]([OH:33])=[O:2])[CH:8]=[CH:9][C:10]=5[NH:16][C:15]=4[CH:17]=3)[CH:30]=[CH:29][CH:28]=2)[CH:23]=[CH:24][N:25]=1. The catalyst class is: 20. (6) Reactant: N1C=CC=CC=1.F.[Si]([O:25][CH2:26][C@@H:27]([NH:48][C:49]([C:51]1[S:52][C:53]2[CH2:54][N:55]([CH3:60])[CH2:56][CH2:57][C:58]=2[N:59]=1)=[O:50])[C@H:28]([NH:35][C:36]([C:38]1[NH:39][C:40]2[C:45]([CH:46]=1)=[CH:44][C:43]([Cl:47])=[CH:42][CH:41]=2)=[O:37])[CH2:29][C:30]([O:32][CH2:33][CH3:34])=[O:31])(C(C)(C)C)(C1C=CC=CC=1)C1C=CC=CC=1.N1C=CC=CC=1. Product: [Cl:47][C:43]1[CH:44]=[C:45]2[C:40](=[CH:41][CH:42]=1)[NH:39][C:38]([C:36]([NH:35][C@@H:28]([C@H:27]([NH:48][C:49]([C:51]1[S:52][C:53]3[CH2:54][N:55]([CH3:60])[CH2:56][CH2:57][C:58]=3[N:59]=1)=[O:50])[CH2:26][OH:25])[CH2:29][C:30]([O:32][CH2:33][CH3:34])=[O:31])=[O:37])=[CH:46]2. The catalyst class is: 7.